This data is from Retrosynthesis with 50K atom-mapped reactions and 10 reaction types from USPTO. The task is: Predict the reactants needed to synthesize the given product. Given the product Cc1cc(C)nc(C=O)c1, predict the reactants needed to synthesize it. The reactants are: Cc1cc(C)nc(CO)c1.